Dataset: Reaction yield outcomes from USPTO patents with 853,638 reactions. Task: Predict the reaction yield, written as a fraction of the theoretical maximum amount of product (1.0 means a 100% yield; for example, 0.34 means a 34% yield). (1) The reactants are Cl[C:2]1[C:3]([C:10]([OH:12])=[O:11])=[N:4][N:5]([CH3:9])[C:6](=[O:8])[CH:7]=1.[F:13][C:14]1[CH:20]=[C:19]([I:21])[CH:18]=[CH:17][C:15]=1[NH2:16].C[Si]([N-][Si](C)(C)C)(C)C.[Li+]. The catalyst is O1CCCC1. The product is [F:13][C:14]1[CH:20]=[C:19]([I:21])[CH:18]=[CH:17][C:15]=1[NH:16][C:2]1[C:3]([C:10]([OH:12])=[O:11])=[N:4][N:5]([CH3:9])[C:6](=[O:8])[CH:7]=1. The yield is 1.00. (2) The reactants are [CH3:1][C:2]1[C:10]2[C:5](=[C:6]([C:11]([F:14])([F:13])[F:12])[CH:7]=[CH:8][CH:9]=2)[NH:4][C:3]=1[CH2:15][OH:16]. The catalyst is ClCCl.[O-2].[Mn+4].[O-2]. The product is [CH3:1][C:2]1[C:10]2[C:5](=[C:6]([C:11]([F:14])([F:12])[F:13])[CH:7]=[CH:8][CH:9]=2)[NH:4][C:3]=1[CH:15]=[O:16]. The yield is 0.510. (3) The reactants are [NH2:1][C:2]1[CH:3]=[C:4]([C:8]2[C:16]3[C:11](=[CH:12][CH:13]=[C:14]([C:17]([NH2:19])=[O:18])[CH:15]=3)[N:10](C3CCCCO3)[N:9]=2)[CH:5]=[CH:6][CH:7]=1.[OH:26][C:27]1[CH:28]=[C:29]([CH:33]=[CH:34][CH:35]=1)[C:30](O)=[O:31].CCN=C=NCCCN(C)C. No catalyst specified. The product is [OH:26][C:27]1[CH:28]=[C:29]([C:30]([NH:1][C:2]2[CH:3]=[C:4]([C:8]3[C:16]4[C:11](=[CH:12][CH:13]=[C:14]([C:17]([NH2:19])=[O:18])[CH:15]=4)[NH:10][N:9]=3)[CH:5]=[CH:6][CH:7]=2)=[O:31])[CH:33]=[CH:34][CH:35]=1. The yield is 0.0300. (4) The reactants are [CH2:1]([C@:8]([OH:24])([CH2:21][CH2:22]O)[C:9]([NH:11][C@H:12]([C:17](=[O:20])[NH:18][CH3:19])[C:13]([CH3:16])([CH3:15])[CH3:14])=[O:10])[C:2]1[CH:7]=[CH:6][CH:5]=[CH:4][CH:3]=1.[CH3:25][O:26][C:27](=[O:46])[NH:28][C@H:29]([C:34]([NH:36][NH:37][CH2:38][C:39]1[CH:44]=[CH:43][C:42]([Br:45])=[CH:41][CH:40]=1)=[O:35])[C:30]([CH3:33])([CH3:32])[CH3:31].C(O)(=O)C.C(O[BH-](OC(=O)C)OC(=O)C)(=O)C.[Na+]. The catalyst is ClCCCl. The product is [CH3:25][O:26][C:27](=[O:46])[NH:28][CH:29]([C:34]([NH:36][N:37]([CH2:38][C:39]1[CH:44]=[CH:43][C:42]([Br:45])=[CH:41][CH:40]=1)[CH2:22][CH2:21][C:8]([C:9](=[O:10])[NH:11][CH:12]([C:17](=[O:20])[NH:18][CH3:19])[C:13]([CH3:16])([CH3:14])[CH3:15])([OH:24])[CH2:1][C:2]1[CH:7]=[CH:6][CH:5]=[CH:4][CH:3]=1)=[O:35])[C:30]([CH3:33])([CH3:32])[CH3:31]. The yield is 0.280. (5) The reactants are [CH2:1]([C:4]([C:6]1[S:10][C:9]([NH2:11])=[N:8][C:7]=1[C:12]1[O:13][CH:14]=[CH:15][CH:16]=1)=[O:5])[CH2:2][CH3:3].[CH:17]1([C:20](Cl)=[O:21])[CH2:19][CH2:18]1.C(=O)([O-])O.[Na+]. The catalyst is N1C=CC=CC=1. The product is [C:4]([C:6]1[S:10][C:9]([NH:11][C:20]([CH:17]2[CH2:19][CH2:18]2)=[O:21])=[N:8][C:7]=1[C:12]1[O:13][CH:14]=[CH:15][CH:16]=1)(=[O:5])[CH2:1][CH2:2][CH3:3]. The yield is 0.550. (6) The reactants are [CH2:1]([C:3]1[C:7]([C:8]([O:10][CH3:11])=[O:9])=[CH:6][NH:5][N:4]=1)[CH3:2].[CH3:12][O:13][C:14]1[CH:15]=[C:16](B(O)O)[CH:17]=[CH:18][CH:19]=1.N1C=CC=CC=1. The catalyst is CN(C)C(=O)C.C([O-])(=O)C.[Cu+2].C([O-])(=O)C. The product is [CH2:1]([C:3]1[C:7]([C:8]([O:10][CH3:11])=[O:9])=[CH:6][N:5]([C:18]2[CH:17]=[CH:16][CH:15]=[C:14]([O:13][CH3:12])[CH:19]=2)[N:4]=1)[CH3:2]. The yield is 0.540. (7) The reactants are [Br:1][C:2]1[CH:7]=[CH:6][C:5](I)=[CH:4][C:3]=1[O:9][CH3:10].C([Li])CCC.[C:16]1(=[O:20])[CH2:19][CH2:18][CH2:17]1. The catalyst is O1CCCC1. The product is [Br:1][C:2]1[CH:7]=[CH:6][C:5]([C:16]2([OH:20])[CH2:19][CH2:18][CH2:17]2)=[CH:4][C:3]=1[O:9][CH3:10]. The yield is 0.120. (8) The reactants are [CH2:1]([N:3]([CH2:6][CH3:7])[CH2:4][CH3:5])C.[CH2:8]([O:10][C:11](=[O:41])[CH2:12][C:13]1[CH:22]=[C:21]([C:23](=[O:39])[C:24]2[CH:29]=[CH:28][C:27]([S:30]([N:33]3CCNCC3)(=[O:32])=[O:31])=[CH:26][CH:25]=2)[C:20]2[C:15](=[CH:16][CH:17]=[C:18]([F:40])[CH:19]=2)[CH:14]=1)[CH3:9].C=O.C([BH3-])#N.[Na+]. The catalyst is C(#N)C.C(O)(=O)C. The product is [CH2:8]([O:10][C:11](=[O:41])[CH2:12][C:13]1[CH:22]=[C:21]([C:23](=[O:39])[C:24]2[CH:25]=[CH:26][C:27]([S:30]([N:33]3[CH2:7][CH2:6][N:3]([CH3:1])[CH2:4][CH2:5]3)(=[O:32])=[O:31])=[CH:28][CH:29]=2)[C:20]2[C:15](=[CH:16][CH:17]=[C:18]([F:40])[CH:19]=2)[CH:14]=1)[CH3:9]. The yield is 0.600. (9) The reactants are [Br-].[NH+]1C=CC=CC=1.C[O:9][C:10]1[C:16]2[CH:17]=[CH:18][CH:19]=[CH:20][C:15]=2[NH:14][C:13]2[CH:21]=[CH:22][CH:23]=[CH:24][C:12]=2[CH:11]=1.[O:25]([C:27]#[N:28])[Na].Cl. The catalyst is C1(C)C=CC=CC=1.O. The product is [CH:23]1[CH:22]=[CH:21][C:13]2[N:14]([C:27]([NH2:28])=[O:25])[C:15]3[CH:20]=[CH:19][CH:18]=[CH:17][C:16]=3[C:10](=[O:9])[CH2:11][C:12]=2[CH:24]=1. The yield is 0.580. (10) The reactants are [CH2:1]([N:3]1[C:7]2[N:8]=[C:9]([C:18]3[CH:23]=[CH:22][C:21]([NH:24][C:25]([NH:27][C:28]4[CH:36]=[CH:35][C:31]([C:32]([OH:34])=O)=[CH:30][CH:29]=4)=[O:26])=[CH:20][CH:19]=3)[N:10]=[C:11]([N:12]3[CH2:17][CH2:16][O:15][CH2:14][CH2:13]3)[C:6]=2[CH:5]=[CH:4]1)[CH3:2].[CH:37]1([N:42]2[CH2:47][CH2:46][NH:45][CH2:44][CH2:43]2)[CH2:41][CH2:40][CH2:39][CH2:38]1. No catalyst specified. The product is [CH:37]1([N:42]2[CH2:43][CH2:44][N:45]([C:32]([C:31]3[CH:35]=[CH:36][C:28]([NH:27][C:25]([NH:24][C:21]4[CH:22]=[CH:23][C:18]([C:9]5[N:10]=[C:11]([N:12]6[CH2:13][CH2:14][O:15][CH2:16][CH2:17]6)[C:6]6[CH:5]=[CH:4][N:3]([CH2:1][CH3:2])[C:7]=6[N:8]=5)=[CH:19][CH:20]=4)=[O:26])=[CH:29][CH:30]=3)=[O:34])[CH2:46][CH2:47]2)[CH2:38][CH2:39][CH2:40][CH2:41]1. The yield is 0.190.